This data is from NCI-60 drug combinations with 297,098 pairs across 59 cell lines. The task is: Regression. Given two drug SMILES strings and cell line genomic features, predict the synergy score measuring deviation from expected non-interaction effect. (1) Drug 1: CC1=C2C(C(=O)C3(C(CC4C(C3C(C(C2(C)C)(CC1OC(=O)C(C(C5=CC=CC=C5)NC(=O)OC(C)(C)C)O)O)OC(=O)C6=CC=CC=C6)(CO4)OC(=O)C)OC)C)OC. Drug 2: CC1C(C(CC(O1)OC2CC(CC3=C2C(=C4C(=C3O)C(=O)C5=CC=CC=C5C4=O)O)(C(=O)C)O)N)O. Cell line: HOP-62. Synergy scores: CSS=40.8, Synergy_ZIP=-8.56, Synergy_Bliss=-11.3, Synergy_Loewe=-6.46, Synergy_HSA=-4.85. (2) Drug 1: CC1=C(C=C(C=C1)NC(=O)C2=CC=C(C=C2)CN3CCN(CC3)C)NC4=NC=CC(=N4)C5=CN=CC=C5. Drug 2: C(CCl)NC(=O)N(CCCl)N=O. Cell line: A498. Synergy scores: CSS=4.97, Synergy_ZIP=-1.42, Synergy_Bliss=2.48, Synergy_Loewe=3.28, Synergy_HSA=2.32. (3) Drug 1: CC1=C(C=C(C=C1)C(=O)NC2=CC(=CC(=C2)C(F)(F)F)N3C=C(N=C3)C)NC4=NC=CC(=N4)C5=CN=CC=C5. Drug 2: CCC1(C2=C(COC1=O)C(=O)N3CC4=CC5=C(C=CC(=C5CN(C)C)O)N=C4C3=C2)O.Cl. Cell line: MALME-3M. Synergy scores: CSS=5.62, Synergy_ZIP=1.73, Synergy_Bliss=-2.82, Synergy_Loewe=-13.5, Synergy_HSA=-3.75.